Task: Predict the product of the given reaction.. Dataset: Forward reaction prediction with 1.9M reactions from USPTO patents (1976-2016) (1) Given the reactants Cl[CH:2]([C:14]1[CH:19]=[CH:18][CH:17]=[CH:16][CH:15]=1)[C:3]([C:5]1[C:13]2[C:8](=[CH:9][CH:10]=[CH:11][CH:12]=2)[NH:7][CH:6]=1)=[O:4].[F:20][C:21]1[CH:22]=[C:23]([CH:25]=[C:26]([F:28])[CH:27]=1)[NH2:24].CCN(C(C)C)C(C)C, predict the reaction product. The product is: [F:20][C:21]1[CH:22]=[C:23]([NH:24][CH:2]([C:14]2[CH:19]=[CH:18][CH:17]=[CH:16][CH:15]=2)[C:3]([C:5]2[C:13]3[C:8](=[CH:9][CH:10]=[CH:11][CH:12]=3)[NH:7][CH:6]=2)=[O:4])[CH:25]=[C:26]([F:28])[CH:27]=1. (2) The product is: [ClH:19].[CH:1]1([C:4]2[N:8]=[C:7]([CH2:9][CH2:10][NH2:11])[O:6][N:5]=2)[CH2:3][CH2:2]1. Given the reactants [CH:1]1([C:4]2[N:8]=[C:7]([CH2:9][CH2:10][NH:11]C(=O)OC(C)(C)C)[O:6][N:5]=2)[CH2:3][CH2:2]1.[ClH:19], predict the reaction product.